From a dataset of HIV replication inhibition screening data with 41,000+ compounds from the AIDS Antiviral Screen. Binary Classification. Given a drug SMILES string, predict its activity (active/inactive) in a high-throughput screening assay against a specified biological target. (1) The molecule is COc1cc(C2C(Cl)C(=O)N2NC(=O)c2ccc(N)cc2)cc(Br)c1O. The result is 0 (inactive). (2) The drug is CCOC(=O)c1c(NC(=O)C(F)(F)F)[nH]c(SSc2[nH]c(NC(=O)C(F)(F)F)c(C(=O)OCC)c2C(=O)OCC)c1C(=O)OCC. The result is 0 (inactive). (3) The molecule is Cc1cc2c(ccc[n+]2[O-])[n+]([O-])c1. The result is 0 (inactive). (4) The molecule is Cc1cc(Cl)cc(S)c1S(=O)(=O)Nc1nnc2ccc3ccccc3n12. The result is 0 (inactive). (5) The drug is OC1(c2ccccc2)C2CCN(CC2)C1CN1CCOCC1. The result is 0 (inactive). (6) The compound is CC(C)c1cc(O)nc2cc(N)ccc12. The result is 0 (inactive).